From a dataset of Reaction yield outcomes from USPTO patents with 853,638 reactions. Predict the reaction yield, written as a fraction of the theoretical maximum amount of product (1.0 means a 100% yield; for example, 0.34 means a 34% yield). (1) The reactants are [CH3:1][O:2][C:3]1[C:8]2[C:9](=[O:23])[O:10][C:11]([C:13]3[C:22]4[C:17](=[CH:18][CH:19]=[CH:20][CH:21]=4)[CH:16]=[CH:15][CH:14]=3)=[N:12][C:7]=2[CH:6]=[CH:5][CH:4]=1.[NH2:24][CH2:25][CH2:26][OH:27]. No catalyst specified. The product is [OH:27][CH2:26][CH2:25][NH:24][C:9]([C:8]1[C:3]([O:2][CH3:1])=[CH:4][CH:5]=[CH:6][C:7]=1[NH:12][C:11]([C:13]1[C:22]2[C:17](=[CH:18][CH:19]=[CH:20][CH:21]=2)[CH:16]=[CH:15][CH:14]=1)=[O:10])=[O:23]. The yield is 0.600. (2) The reactants are [F:1][C:2]1[C:3]([C:8]2([NH:12]C(=O)OC)[CH2:11][CH2:10][CH2:9]2)=[N:4][CH:5]=[CH:6][CH:7]=1.[OH-].[Na+]. The catalyst is C(O)C. The product is [F:1][C:2]1[C:3]([C:8]2([NH2:12])[CH2:11][CH2:10][CH2:9]2)=[N:4][CH:5]=[CH:6][CH:7]=1. The yield is 0.930. (3) The catalyst is C(OCC)(=O)C.C1C=CC(P(C2C=CC=CC=2)[C-]2C=CC=C2)=CC=1.C1C=CC(P(C2C=CC=CC=2)[C-]2C=CC=C2)=CC=1.Cl[Pd]Cl.[Fe+2].C(Cl)Cl. The yield is 0.700. The product is [C:23]1([C:2]2[CH:7]=[CH:6][C:5]([NH:8][C:9]([C:11]3[C:20](=[O:21])[C:19]4[C:14](=[CH:15][CH:16]=[CH:17][CH:18]=4)[NH:13][CH:12]=3)=[O:10])=[C:4]([CH3:22])[CH:3]=2)[CH2:28][CH2:27][CH2:26][CH2:25][CH:24]=1. The reactants are Br[C:2]1[CH:7]=[CH:6][C:5]([NH:8][C:9]([C:11]2[C:20](=[O:21])[C:19]3[C:14](=[CH:15][CH:16]=[CH:17][CH:18]=3)[NH:13][CH:12]=2)=[O:10])=[C:4]([CH3:22])[CH:3]=1.[C:23]1(B(O)O)[CH2:28][CH2:27][CH2:26][CH2:25][CH:24]=1.C([O-])([O-])=O.[Na+].[Na+].C(#N)C. (4) The reactants are [CH3:1][Si:2]([CH3:7])([CH3:6])[CH2:3][CH2:4][OH:5].[H-].[Na+].Cl[C:11]1[CH:18]=[N:17][CH:16]=[CH:15][C:12]=1[C:13]#[N:14].[Cl-].[NH4+]. The yield is 0.817. The catalyst is C1COCC1. The product is [CH3:1][Si:2]([CH3:7])([CH3:6])[CH2:3][CH2:4][O:5][C:11]1[CH:18]=[N:17][CH:16]=[CH:15][C:12]=1[C:13]#[N:14]. (5) The reactants are [F:1][C:2]1[C:7]2[N:8]=[CH:9][S:10][C:6]=2[CH:5]=[C:4]([C:11]([NH:13][O:14][CH2:15][CH2:16][O:17]C=C)=[O:12])[C:3]=1[NH:20][C:21]1[CH:26]=[CH:25][C:24]([Br:27])=[CH:23][C:22]=1[Cl:28].Cl.C([O-])(O)=O.[Na+]. The catalyst is C(Cl)Cl. The product is [F:1][C:2]1[C:7]2[N:8]=[CH:9][S:10][C:6]=2[CH:5]=[C:4]([C:11]([NH:13][O:14][CH2:15][CH2:16][OH:17])=[O:12])[C:3]=1[NH:20][C:21]1[CH:26]=[CH:25][C:24]([Br:27])=[CH:23][C:22]=1[Cl:28]. The yield is 0.759. (6) The reactants are [C:1]([O:5][C:6]([N:8]1[CH2:13][CH2:12][CH:11]([O:14][C:15]2[CH:20]=[CH:19][C:18]([Br:21])=[CH:17][C:16]=2/[CH:22]=[C:23]2\[C:24](=[O:33])[NH:25][C:26]3[C:31]\2=[CH:30][CH:29]=[C:28]([Cl:32])[CH:27]=3)[CH2:10][CH2:9]1)=[O:7])([CH3:4])([CH3:3])[CH3:2].[C:34]([O:38][C:39](O[C:39]([O:38][C:34]([CH3:37])([CH3:36])[CH3:35])=[O:40])=[O:40])([CH3:37])([CH3:36])[CH3:35].C(N(CC)CC)C. The catalyst is C(Cl)Cl.CN(C)C1C=CN=CC=1. The product is [C:34]([O:38][C:39]([N:25]1[C:26]2[C:31](=[CH:30][CH:29]=[C:28]([Cl:32])[CH:27]=2)/[C:23](=[CH:22]/[C:16]2[CH:17]=[C:18]([Br:21])[CH:19]=[CH:20][C:15]=2[O:14][CH:11]2[CH2:12][CH2:13][N:8]([C:6]([O:5][C:1]([CH3:4])([CH3:2])[CH3:3])=[O:7])[CH2:9][CH2:10]2)/[C:24]1=[O:33])=[O:40])([CH3:37])([CH3:36])[CH3:35]. The yield is 0.740. (7) The reactants are [CH:1]1([N:7]2[CH2:11][C@@H:10]([C:12]3[CH:17]=[CH:16]C=C[CH:13]=3)[N:9]([CH:18]3[CH2:23][CH2:22][NH:21][CH2:20][CH2:19]3)[C:8]2=[O:24])[CH2:6][CH2:5][CH2:4]C[CH2:2]1.C(OC(=O)N[C@H](C1C=C[S:37]C=1)CN)(C)(C)C.C(OC(=O)N[C@H](C1C=CC=CC=1)CN)(C)(C)C.C1(=O)CCCC1.C1(=O)CCCCC1. No catalyst specified. The product is [CH:1]1([N:7]2[CH2:11][C@@H:10]([C:12]3[CH:17]=[CH:16][S:37][CH:13]=3)[N:9]([CH:18]3[CH2:19][CH2:20][NH:21][CH2:22][CH2:23]3)[C:8]2=[O:24])[CH2:6][CH2:5][CH2:4][CH2:2]1. The yield is 0.230. (8) The catalyst is C(OCC)C.C(OCC)(=O)C. The product is [C:23]([O:27][C:28]([N:30]1[C:31]([CH3:36])([CH3:35])[CH2:32][CH2:33][C@@H:34]1[C@@H:46]([OH:47])[C@@H:45]([N:44]([CH2:37][C:38]1[CH:39]=[CH:40][CH:41]=[CH:42][CH:43]=1)[CH2:55][C:56]1[CH:57]=[CH:58][CH:59]=[CH:60][CH:61]=1)[CH2:48][C:49]1[CH:54]=[CH:53][CH:52]=[CH:51][CH:50]=1)=[O:29])([CH3:26])([CH3:24])[CH3:25]. The reactants are C([Li])(CC)C.C1C[C@H]2N(C[C@H]3[C@@H]4CCCCN4C[C@@H]2C3)CC1.[C:23]([O:27][C:28]([N:30]1[CH2:34][CH2:33][CH2:32][C:31]1([CH3:36])[CH3:35])=[O:29])([CH3:26])([CH3:25])[CH3:24].[CH2:37]([N:44]([CH2:55][C:56]1[CH:61]=[CH:60][CH:59]=[CH:58][CH:57]=1)[C@@H:45]([CH2:48][C:49]1[CH:54]=[CH:53][CH:52]=[CH:51][CH:50]=1)[CH:46]=[O:47])[C:38]1[CH:43]=[CH:42][CH:41]=[CH:40][CH:39]=1.[Cl-].[NH4+]. The yield is 0.120. (9) The reactants are [NH2:1][C:2]1[CH:3]=[C:4]([OH:16])[CH:5]=[CH:6][C:7]=1[S:8][C:9]1[CH:14]=[CH:13][C:12]([OH:15])=[CH:11][CH:10]=1.C([C:19]1[C:20]([N:25]=[CH:26][N:27]([CH3:29])C)=[N:21][CH:22]=[CH:23][CH:24]=1)#N.NC1C=C(OCC2C=CC=C(F)C=2)C=CC=1SC1C=CC(O)=CC=1. No catalyst specified. The product is [OH:15][C:12]1[CH:13]=[CH:14][C:9]([S:8][C:7]2[CH:6]=[CH:5][C:4]([OH:16])=[CH:3][C:2]=2[NH:1][C:29]2[C:19]3[CH:24]=[CH:23][CH:22]=[N:21][C:20]=3[N:25]=[CH:26][N:27]=2)=[CH:10][CH:11]=1. The yield is 0.350.